Dataset: Peptide-MHC class II binding affinity with 134,281 pairs from IEDB. Task: Regression. Given a peptide amino acid sequence and an MHC pseudo amino acid sequence, predict their binding affinity value. This is MHC class II binding data. (1) The peptide sequence is MVHQAISPRTLNAWV. The MHC is DRB1_0101 with pseudo-sequence DRB1_0101. The binding affinity (normalized) is 0.149. (2) The peptide sequence is IEVNPPFGDSYIIVG. The MHC is DRB5_0101 with pseudo-sequence DRB5_0101. The binding affinity (normalized) is 0. (3) The peptide sequence is MYGIFQSTFLGASQR. The MHC is HLA-DQA10501-DQB10302 with pseudo-sequence HLA-DQA10501-DQB10302. The binding affinity (normalized) is 0.352.